Dataset: Full USPTO retrosynthesis dataset with 1.9M reactions from patents (1976-2016). Task: Predict the reactants needed to synthesize the given product. (1) Given the product [Cl:29][C:30]1[N:31]=[CH:32][C:33]([S:36]([NH:1][C:2]2[CH:7]=[CH:6][C:5]([CH2:8][N:9]3[CH2:14][CH2:13][N:12]([C:15]([O:17][C:18]([CH3:21])([CH3:20])[CH3:19])=[O:16])[C@@H:11]([CH3:22])[CH2:10]3)=[CH:4][CH:3]=2)(=[O:38])=[O:37])=[CH:34][CH:35]=1, predict the reactants needed to synthesize it. The reactants are: [NH2:1][C:2]1[CH:7]=[CH:6][C:5]([CH2:8][N:9]2[CH2:14][CH2:13][N:12]([C:15]([O:17][C:18]([CH3:21])([CH3:20])[CH3:19])=[O:16])[C@@H:11]([CH3:22])[CH2:10]2)=[CH:4][CH:3]=1.N1C=CC=CC=1.[Cl:29][C:30]1[CH:35]=[CH:34][C:33]([S:36](Cl)(=[O:38])=[O:37])=[CH:32][N:31]=1. (2) Given the product [N:40]1([CH2:47][CH2:48][O:10][C:8]2[CH:7]=[CH:6][C:36]([CH2:37][CH2:32][CH2:31][NH:3][C:4]3[CH:9]=[C:8]([O:10][CH3:11])[C:7]([O:12][CH3:13])=[CH:6][C:5]=3[C@@H:14]3[CH2:23][CH2:22][C:21]4[CH:20]=[C:19]([OH:24])[CH:18]=[CH:17][C:16]=4[CH2:15]3)=[CH:35][CH:34]=2)[CH2:46][CH2:45][CH2:44][CH2:43][CH2:42][CH2:41]1, predict the reactants needed to synthesize it. The reactants are: C([N:3]([C:31](=O)[C:32]1[CH:37]=[CH:36][C:35](O)=[CH:34]C=1)[C:4]1[CH:9]=[C:8]([O:10][CH3:11])[C:7]([O:12][CH3:13])=[CH:6][C:5]=1[C@@H:14]1[CH2:23][CH2:22][C:21]2[CH:20]=[C:19]([O:24]C(=O)C(C)(C)C)[CH:18]=[CH:17][C:16]=2[CH2:15]1)C.[N:40]1([C:47](=O)[CH2:48]Cl)[CH2:46][CH2:45][CH2:44][CH2:43][CH2:42][CH2:41]1. (3) Given the product [Cl:8][C:7]1[C:2]([F:13])=[N:3][CH:4]=[C:5]([C:9]([F:12])([F:11])[F:10])[CH:6]=1, predict the reactants needed to synthesize it. The reactants are: Cl[C:2]1[C:7]([Cl:8])=[CH:6][C:5]([C:9]([F:12])([F:11])[F:10])=[CH:4][N:3]=1.[F-:13].[K+]. (4) The reactants are: [NH2:1][C:2]1[CH:21]=[CH:20][CH:19]=[CH:18][C:3]=1[CH2:4][N:5]1[C:14]2[C:9](=[CH:10][CH:11]=[C:12](Br)[CH:13]=2)[C:8](=[O:16])[CH:7]=[C:6]1[CH3:17].[CH3:22][C:23]1[C:27](B2OC(C)(C)C(C)(C)O2)=[C:26]([CH3:37])[O:25][N:24]=1.C(=O)(O)[O-].[Na+].C1(P(C2C=CC=CC=2)C2C=CC=CC=2)C=CC=CC=1. Given the product [NH2:1][C:2]1[CH:21]=[CH:20][CH:19]=[CH:18][C:3]=1[CH2:4][N:5]1[C:14]2[C:9](=[CH:10][CH:11]=[C:12]([C:27]3[C:23]([CH3:22])=[N:24][O:25][C:26]=3[CH3:37])[CH:13]=2)[C:8](=[O:16])[CH:7]=[C:6]1[CH3:17], predict the reactants needed to synthesize it.